From a dataset of Catalyst prediction with 721,799 reactions and 888 catalyst types from USPTO. Predict which catalyst facilitates the given reaction. (1) Reactant: [CH2:1]([O:8][C:9]1[CH:10]=[C:11]([C:16]2[C:17]([N:35]3[CH2:40][CH2:39][C:38]([CH3:42])([CH3:41])[CH2:37][CH2:36]3)=[C:18]([C@H:24]([O:30][C:31]([CH3:34])([CH3:33])[CH3:32])[C:25]([O:27]CC)=[O:26])[C:19]([CH3:23])=[N:20][C:21]=2[CH3:22])[CH:12]=[CH:13][C:14]=1[CH3:15])[C:2]1[CH:7]=[CH:6][CH:5]=[CH:4][CH:3]=1.[OH-].[Na+]. Product: [CH2:1]([O:8][C:9]1[CH:10]=[C:11]([C:16]2[C:17]([N:35]3[CH2:36][CH2:37][C:38]([CH3:42])([CH3:41])[CH2:39][CH2:40]3)=[C:18]([C@H:24]([O:30][C:31]([CH3:33])([CH3:34])[CH3:32])[C:25]([OH:27])=[O:26])[C:19]([CH3:23])=[N:20][C:21]=2[CH3:22])[CH:12]=[CH:13][C:14]=1[CH3:15])[C:2]1[CH:3]=[CH:4][CH:5]=[CH:6][CH:7]=1. The catalyst class is: 14. (2) The catalyst class is: 102. Product: [CH2:1]([N:4]1[CH:9]([C:10]([O:12][CH3:13])=[O:11])[CH:8]([C:14]2[CH:19]=[CH:18][C:17]([Cl:20])=[C:16]([Cl:21])[CH:15]=2)[C:7]2[CH:22]=[C:23]([N:75]3[CH2:80][CH2:79][O:78][CH2:77][CH2:76]3)[S:24][C:6]=2[C:5]1=[O:26])[CH:2]=[CH2:3]. Reactant: [CH2:1]([N:4]1[CH:9]([C:10]([O:12][CH3:13])=[O:11])[CH:8]([C:14]2[CH:19]=[CH:18][C:17]([Cl:20])=[C:16]([Cl:21])[CH:15]=2)[C:7]2[CH:22]=[C:23](Br)[S:24][C:6]=2[C:5]1=[O:26])[CH:2]=[CH2:3].C1(P(C2C=CC=CC=2)C2C3OC4C(=CC=CC=4P(C4C=CC=CC=4)C4C=CC=CC=4)C(C)(C)C=3C=CC=2)C=CC=CC=1.C(=O)([O-])[O-].[Cs+].[Cs+].[NH:75]1[CH2:80][CH2:79][O:78][CH2:77][CH2:76]1. (3) Reactant: [Br:1][C:2]1[CH:3]=[CH:4][C:5]2[N:6]([CH:8]=[CH:9][N:10]=2)[CH:7]=1.[I:11]N1C(=O)CCC1=O. Product: [Br:1][C:2]1[CH:3]=[CH:4][C:5]2[N:6]([C:8]([I:11])=[CH:9][N:10]=2)[CH:7]=1. The catalyst class is: 10. (4) Reactant: [CH2:1]([O:3][C:4]([C:6]1[CH:7]=[CH:8][C:9]([C:25]2[CH:30]=[CH:29][N:28]=[C:27](F)[CH:26]=2)=[N:10][C:11]=1[N:12]1[CH2:17][CH2:16][N:15]([C:18]([O:20][C:21]([CH3:24])([CH3:23])[CH3:22])=[O:19])[CH2:14][CH2:13]1)=[O:5])[CH3:2].[CH:32]1([NH2:38])[CH2:37][CH2:36][CH2:35][CH2:34][CH2:33]1. Product: [CH2:1]([O:3][C:4]([C:6]1[CH:7]=[CH:8][C:9]([C:25]2[CH:30]=[CH:29][N:28]=[C:27]([NH:38][CH:32]3[CH2:37][CH2:36][CH2:35][CH2:34][CH2:33]3)[CH:26]=2)=[N:10][C:11]=1[N:12]1[CH2:17][CH2:16][N:15]([C:18]([O:20][C:21]([CH3:24])([CH3:23])[CH3:22])=[O:19])[CH2:14][CH2:13]1)=[O:5])[CH3:2]. The catalyst class is: 16.